Predict the reaction yield, written as a fraction of the theoretical maximum amount of product (1.0 means a 100% yield; for example, 0.34 means a 34% yield). From a dataset of Reaction yield outcomes from USPTO patents with 853,638 reactions. (1) The reactants are [CH3:1][O:2][C:3]1[CH:4]=[C:5]([CH2:11][CH2:12][N:13]([CH3:38])[CH2:14][CH2:15][C:16]2[CH:21]=[CH:20][C:19]([N:22]3[N:26]=[N:25][C:24]([C:27]4[CH:32]=[C:31]([O:33][CH3:34])[C:30]([O:35][CH3:36])=[CH:29][C:28]=4[NH2:37])=[N:23]3)=[CH:18][CH:17]=2)[CH:6]=[CH:7][C:8]=1[O:9][CH3:10].[O:39]1[C:48]2[C:43](=[CH:44][CH:45]=[CH:46][CH:47]=2)[C:42](=[O:49])[CH:41]=[C:40]1[C:50](O)=[O:51]. No catalyst specified. The product is [CH3:1][O:2][C:3]1[CH:4]=[C:5]([CH2:11][CH2:12][N:13]([CH3:38])[CH2:14][CH2:15][C:16]2[CH:17]=[CH:18][C:19]([N:22]3[N:26]=[N:25][C:24]([C:27]4[CH:32]=[C:31]([O:33][CH3:34])[C:30]([O:35][CH3:36])=[CH:29][C:28]=4[NH:37][C:50]([C:40]4[O:39][C:48]5[C:43]([C:42](=[O:49])[CH:41]=4)=[CH:44][CH:45]=[CH:46][CH:47]=5)=[O:51])=[N:23]3)=[CH:20][CH:21]=2)[CH:6]=[CH:7][C:8]=1[O:9][CH3:10]. The yield is 0.750. (2) The catalyst is C1COCC1.C(O)C. The reactants are C([O:3][C:4](=[O:11])[CH2:5][C:6]1[N:7]=[N:8][NH:9][N:10]=1)C.[C:12](Cl)([C:25]1[CH:30]=[CH:29][CH:28]=[CH:27][CH:26]=1)([C:19]1[CH:24]=[CH:23][CH:22]=[CH:21][CH:20]=1)[C:13]1[CH:18]=[CH:17][CH:16]=[CH:15][CH:14]=1.O.[OH-].[K+]. The product is [C:12]([N:8]1[N:9]=[N:10][C:6]([CH2:5][C:4]([OH:3])=[O:11])=[N:7]1)([C:13]1[CH:18]=[CH:17][CH:16]=[CH:15][CH:14]=1)([C:25]1[CH:26]=[CH:27][CH:28]=[CH:29][CH:30]=1)[C:19]1[CH:20]=[CH:21][CH:22]=[CH:23][CH:24]=1. The yield is 0.150. (3) The reactants are C(N(C(C)C)CC)(C)C.[CH2:10]([O:17][C:18]([NH:20][C@@H:21]([CH2:25][CH2:26][CH2:27][CH2:28][NH:29][C:30](=[O:33])[CH:31]=[CH2:32])[C:22]([OH:24])=O)=[O:19])[C:11]1[CH:16]=[CH:15][CH:14]=[CH:13][CH:12]=1.CN(C(ON1N=NC2C=CC=NC1=2)=[N+](C)C)C.F[P-](F)(F)(F)(F)F.C1C=CC2N(O)N=NC=2C=1.[Cl:68][C:69]1[CH:74]=[CH:73][CH:72]=[CH:71][C:70]=1[N:75]1[CH2:80][CH2:79][NH:78][CH2:77][CH2:76]1. The catalyst is CN(C=O)C. The product is [Cl:68][C:69]1[CH:74]=[CH:73][CH:72]=[CH:71][C:70]=1[N:75]1[CH2:80][CH2:79][N:78]([C:22](=[O:24])[C@@H:21]([NH:20][C:18](=[O:19])[O:17][CH2:10][C:11]2[CH:12]=[CH:13][CH:14]=[CH:15][CH:16]=2)[CH2:25][CH2:26][CH2:27][CH2:28][NH:29][C:30](=[O:33])[CH:31]=[CH2:32])[CH2:77][CH2:76]1. The yield is 0.180.